Task: Regression/Classification. Given a drug SMILES string, predict its absorption, distribution, metabolism, or excretion properties. Task type varies by dataset: regression for continuous measurements (e.g., permeability, clearance, half-life) or binary classification for categorical outcomes (e.g., BBB penetration, CYP inhibition). Dataset: b3db_classification.. Dataset: Blood-brain barrier permeability classification from the B3DB database (1) The compound is CCN(CC)c1nc2c(s1)c1c(O)c3c(O)c(C)c4c(c32)C(=O)C(C)(OC=CC(OC)C(C)C(OC(C)=O)C(C)C(O)C(C)C(O)C(C)C=CC=C(C)C(=O)N1)O4. The result is 0 (does not penetrate BBB). (2) The drug is C=CC1=C(C(=O)O)N2C(=O)[C@@H](NC(=O)/C(=N\O)c3csc(N)n3)[C@@H]2SC1. The result is 0 (does not penetrate BBB). (3) The drug is O=C(Cn1cnnn1)NC1C(=O)N2C(C(=O)O)=C(CSc3nncs3)CSC12. The result is 0 (does not penetrate BBB). (4) The molecule is CO[C@@]1(NC(=O)C(C(=O)O)c2ccsc2)C(=O)N2[C@@H](C(=O)O)C(C)(C)S[C@@H]21. The result is 0 (does not penetrate BBB). (5) The molecule is N[C@H]1CCC[C@H]1c1ccccc1. The result is 1 (penetrates BBB). (6) The molecule is CN1CCN(c2cc3c(nn2)Oc2ccccc2N3C)CC1. The result is 1 (penetrates BBB). (7) The drug is C/C(=C1/CCOC(=O)S1)N(C=O)Cc1cnc(C)nc1N. The result is 1 (penetrates BBB).